Dataset: Full USPTO retrosynthesis dataset with 1.9M reactions from patents (1976-2016). Task: Predict the reactants needed to synthesize the given product. Given the product [O:23]1[C:28]2[CH:29]=[CH:30][C:31]([N:33]3[C:5]([C:7]4[C:12](=[O:13])[CH:11]=[CH:10][N:9]([C:14]5[CH:19]=[CH:18][CH:17]=[C:16]([O:20][CH3:21])[CH:15]=5)[N:8]=4)=[CH:4][CH:3]=[N:2]3)=[CH:32][C:27]=2[O:26][CH2:25][CH2:24]1, predict the reactants needed to synthesize it. The reactants are: C[N:2](C)/[CH:3]=[CH:4]/[C:5]([C:7]1[C:12](=[O:13])[CH:11]=[CH:10][N:9]([C:14]2[CH:19]=[CH:18][CH:17]=[C:16]([O:20][CH3:21])[CH:15]=2)[N:8]=1)=O.[O:23]1[C:28]2[CH:29]=[CH:30][C:31]([NH:33]N)=[CH:32][C:27]=2[O:26][CH2:25][CH2:24]1.